From a dataset of Catalyst prediction with 721,799 reactions and 888 catalyst types from USPTO. Predict which catalyst facilitates the given reaction. (1) Reactant: [O:1]=[C:2]1[C:11]2[C:6](=[CH:7][CH:8]=[CH:9][CH:10]=2)[C:5]2[CH2:12][C:13]3[CH:14]=[C:15]([NH:19][C:20](=[O:23])[CH2:21]Cl)[CH:16]=[CH:17][C:18]=3[C:4]=2[NH:3]1.[CH3:24][NH:25][CH3:26]. Product: [CH3:24][N:25]([CH3:26])[CH2:21][C:20]([NH:19][C:15]1[CH:16]=[CH:17][C:18]2[C:4]3[NH:3][C:2](=[O:1])[C:11]4[C:6]([C:5]=3[CH2:12][C:13]=2[CH:14]=1)=[CH:7][CH:8]=[CH:9][CH:10]=4)=[O:23]. The catalyst class is: 8. (2) Reactant: [NH2:1][C:2]1([C:6]([NH:8][C:9]2[CH:10]=[N:11][C:12]([O:15][C:16]3[C:21]4[C:22]([CH3:26])([CH3:25])[CH2:23][O:24][C:20]=4[CH:19]=[CH:18][CH:17]=3)=[CH:13][CH:14]=2)=[O:7])[CH2:5][CH2:4][CH2:3]1.C(N(CC)CC)C.Cl[C:35](Cl)([O:37]C(=O)OC(Cl)(Cl)Cl)Cl. Product: [CH3:25][C:22]1([CH3:26])[C:21]2[C:16]([O:15][C:12]3[N:11]=[CH:10][C:9]([N:8]4[C:6](=[O:7])[C:2]5([CH2:5][CH2:4][CH2:3]5)[NH:1][C:35]4=[O:37])=[CH:14][CH:13]=3)=[CH:17][CH:18]=[CH:19][C:20]=2[O:24][CH2:23]1. The catalyst class is: 4. (3) Reactant: C([O:3][C:4](=[O:27])[CH2:5][O:6][C:7]1[CH:12]=[C:11]([F:13])[CH:10]=[CH:9][C:8]=1[C:14](=[O:26])[NH:15][CH2:16][C:17]1[CH:22]=[CH:21][CH:20]=[C:19]([N+:23]([O-:25])=[O:24])[CH:18]=1)C.[OH-].[Na+]. Product: [F:13][C:11]1[CH:10]=[CH:9][C:8]([C:14](=[O:26])[NH:15][CH2:16][C:17]2[CH:22]=[CH:21][CH:20]=[C:19]([N+:23]([O-:25])=[O:24])[CH:18]=2)=[C:7]([CH:12]=1)[O:6][CH2:5][C:4]([OH:27])=[O:3]. The catalyst class is: 8. (4) Reactant: [NH2:1][CH2:2][CH2:3][NH:4][C:5](=[O:11])[O:6][C:7]([CH3:10])([CH3:9])[CH3:8].[CH3:12]CN(CCO)CC.BrC[C:22]([NH:24][C:25]1[CH:30]=[CH:29][CH:28]=[C:27]([C:31]([F:34])([F:33])[F:32])[CH:26]=1)=[O:23]. Product: [F:32][C:31]([F:33])([F:34])[C:27]1[CH:26]=[C:25]([NH:24][C:22]([N:1]([CH3:12])[CH2:2][CH2:3][NH:4][C:5](=[O:11])[O:6][C:7]([CH3:8])([CH3:10])[CH3:9])=[O:23])[CH:30]=[CH:29][CH:28]=1. The catalyst class is: 4. (5) Reactant: [F:1][C:2]([F:7])([F:6])[C:3]([OH:5])=[O:4].[NH:8]1[CH2:12][CH2:11][CH2:10][C@H:9]1[CH2:13][O:14][C:15]1[CH:16]=[C:17]([C:21]2[CH:22]=[C:23]([CH2:27][CH2:28][CH2:29][OH:30])[CH:24]=[CH:25][CH:26]=2)[CH:18]=[N:19][CH:20]=1.C=O.[CH3:33]C1C(Br)=C(O)C(Br)=CC=1C1(C2C=C(Br)C(O)=C(Br)C=2C)OS(=O)(=O)C2C=CC=CC1=2.CC([O-])=O.[Na+].C([BH3-])#N.[Na+].C(O)(C(F)(F)F)=O. Product: [F:1][C:2]([F:7])([F:6])[C:3]([OH:5])=[O:4].[CH3:33][N:8]1[CH2:12][CH2:11][CH2:10][C@H:9]1[CH2:13][O:14][C:15]1[CH:16]=[C:17]([C:21]2[CH:22]=[C:23]([CH2:27][CH2:28][CH2:29][OH:30])[CH:24]=[CH:25][CH:26]=2)[CH:18]=[N:19][CH:20]=1. The catalyst class is: 8. (6) Reactant: [CH3:1][S:2][C:3]1[O:4][C:5]2[CH:11]=[C:10]([C:12](OC)=[O:13])[CH:9]=[CH:8][C:6]=2[N:7]=1.[H-].C([Al+]CC(C)C)C(C)C. Product: [CH3:1][S:2][C:3]1[O:4][C:5]2[CH:11]=[C:10]([CH2:12][OH:13])[CH:9]=[CH:8][C:6]=2[N:7]=1. The catalyst class is: 2. (7) The catalyst class is: 3. Reactant: [CH2:1]([NH:9][S:10]([N:13]1[CH2:20][CH2:19][N:18]([C:21]2[C:22]3[CH:29]=[CH:28][NH:27][C:23]=3[N:24]=[CH:25][N:26]=2)[CH2:17][C:14]21[CH2:16][CH2:15]2)(=[O:12])=[O:11])[CH2:2][C:3]1[CH:8]=[CH:7][CH:6]=[CH:5][CH:4]=1.C([O-])([O-])=O.[Cs+].[Cs+].Br[CH2:37][CH2:38][CH2:39][C:40]1[CH:45]=[CH:44][CH:43]=[CH:42][CH:41]=1. Product: [CH2:1]([N:9]([CH2:37][CH2:38][CH2:39][C:40]1[CH:45]=[CH:44][CH:43]=[CH:42][CH:41]=1)[S:10]([N:13]1[CH2:20][CH2:19][N:18]([C:21]2[C:22]3[CH:29]=[CH:28][NH:27][C:23]=3[N:24]=[CH:25][N:26]=2)[CH2:17][C:14]21[CH2:16][CH2:15]2)(=[O:12])=[O:11])[CH2:2][C:3]1[CH:4]=[CH:5][CH:6]=[CH:7][CH:8]=1. (8) Reactant: [CH3:1][O:2][C:3](=[O:31])[N:4]=[C:5]([S:29][CH3:30])[C:6]([C:20]1[CH:25]=[CH:24][C:23]([OH:26])=[C:22]([O:27][CH3:28])[CH:21]=1)=[N:7][C:8]1[CH:13]=[CH:12][C:11]([C:14]2[N:18]=[C:17]([CH3:19])[O:16][N:15]=2)=[CH:10][CH:9]=1.C(=O)([O-])[O-].[K+].[K+].Br[CH2:39][C:40]#[N:41].O. Product: [CH3:1][O:2][C:3](=[O:31])[N:4]=[C:5]([S:29][CH3:30])[C:6]([C:20]1[CH:25]=[CH:24][C:23]([O:26][CH2:39][C:40]#[N:41])=[C:22]([O:27][CH3:28])[CH:21]=1)=[N:7][C:8]1[CH:13]=[CH:12][C:11]([C:14]2[N:18]=[C:17]([CH3:19])[O:16][N:15]=2)=[CH:10][CH:9]=1. The catalyst class is: 39. (9) Reactant: C([Li])CCC.CCCCCC.Br[C:13]1[CH:21]=[CH:20][C:16]2[O:17][CH:18]=[CH:19][C:15]=2[CH:14]=1.[B:22](OC)([O:25]C)[O:23]C. Product: [O:17]1[CH:18]=[CH:19][C:15]2[CH:14]=[C:13]([B:22]([OH:25])[OH:23])[CH:21]=[CH:20][C:16]1=2. The catalyst class is: 30. (10) Reactant: O1[C:5]2([CH2:10][CH2:9][N:8]([C:11]3[S:15][C:14]([C:16]([C:18]4[CH:23]=[CH:22][CH:21]=[CH:20][CH:19]=4)=[O:17])=[CH:13][C:12]=3[C:24]3[CH:29]=[CH:28][N:27]=[CH:26][CH:25]=3)[CH2:7][CH2:6]2)[O:4]CC1.O.C1(C)C=CC(S(O)(=O)=O)=CC=1.[OH-].[Na+].C(=O)([O-])[O-].[Na+].[Na+]. Product: [C:16]([C:14]1[S:15][C:11]([N:8]2[CH2:7][CH2:6][C:5](=[O:4])[CH2:10][CH2:9]2)=[C:12]([C:24]2[CH:25]=[CH:26][N:27]=[CH:28][CH:29]=2)[CH:13]=1)(=[O:17])[C:18]1[CH:23]=[CH:22][CH:21]=[CH:20][CH:19]=1. The catalyst class is: 283.